This data is from Full USPTO retrosynthesis dataset with 1.9M reactions from patents (1976-2016). The task is: Predict the reactants needed to synthesize the given product. (1) The reactants are: [CH3:1][O:2][C:3]([C:5]1[CH:6]=[C:7]2[CH:13]=[C:12]([C:14](OS(C3C=CC(C)=CC=3)(=O)=O)=[CH:15][CH:16]3[CH2:20][CH2:19][CH2:18][CH2:17]3)[N:11]([S:32]([C:35]3[CH:40]=[CH:39][CH:38]=[CH:37][CH:36]=3)(=[O:34])=[O:33])[C:8]2=[N:9][CH:10]=1)=[O:4].[CH3:41][S:42]([C:45]1[CH:50]=[CH:49][C:48](B(O)O)=[CH:47][CH:46]=1)(=[O:44])=[O:43].C(=O)([O-])[O-].[Na+].[Na+]. Given the product [CH3:1][O:2][C:3]([C:5]1[CH:6]=[C:7]2[CH:13]=[C:12]([C:14]([C:48]3[CH:49]=[CH:50][C:45]([S:42]([CH3:41])(=[O:44])=[O:43])=[CH:46][CH:47]=3)=[CH:15][CH:16]3[CH2:20][CH2:19][CH2:18][CH2:17]3)[N:11]([S:32]([C:35]3[CH:36]=[CH:37][CH:38]=[CH:39][CH:40]=3)(=[O:34])=[O:33])[C:8]2=[N:9][CH:10]=1)=[O:4], predict the reactants needed to synthesize it. (2) Given the product [CH3:42][O:41][N:40]([CH3:39])[C:13]([C@@H:10]1[CH2:11][CH2:12][N:8]([C:1]([O:3][C:4]([CH3:5])([CH3:6])[CH3:7])=[O:2])[CH2:9]1)=[O:15], predict the reactants needed to synthesize it. The reactants are: [C:1]([N:8]1[CH2:12][CH2:11][C@@H:10]([C:13]([OH:15])=O)[CH2:9]1)([O:3][C:4]([CH3:7])([CH3:6])[CH3:5])=[O:2].Cl.CN(C)CCCN=C=NCC.ON1C2C=CC=CC=2N=N1.Cl.[CH3:39][NH:40][O:41][CH3:42].C(N(CC)CC)C.